From a dataset of Catalyst prediction with 721,799 reactions and 888 catalyst types from USPTO. Predict which catalyst facilitates the given reaction. (1) Reactant: [O:1]=[C:2]1[CH2:26][C:10]2([CH:15]=[CH:14][N:13]([C:16]([O:18][CH2:19][C:20]3[CH:25]=[CH:24][CH:23]=[CH:22][CH:21]=3)=[O:17])[CH2:12][CH2:11]2)[C:9]2[C:4](=[N:5][CH:6]=[CH:7][CH:8]=2)[N:3]1[CH2:27][O:28][CH2:29][CH2:30][Si:31]([CH3:34])([CH3:33])[CH3:32].I[CH3:36]. Product: [CH3:36][CH:26]1[C:10]2([CH:11]=[CH:12][N:13]([C:16]([O:18][CH2:19][C:20]3[CH:21]=[CH:22][CH:23]=[CH:24][CH:25]=3)=[O:17])[CH2:14][CH2:15]2)[C:9]2[C:4](=[N:5][CH:6]=[CH:7][CH:8]=2)[N:3]([CH2:27][O:28][CH2:29][CH2:30][Si:31]([CH3:34])([CH3:33])[CH3:32])[C:2]1=[O:1]. The catalyst class is: 7. (2) Reactant: Cl[C:2]1[N:7]=[C:6]([Cl:8])[N:5]=[C:4]([C:9]2[CH:14]=[C:13]([Cl:15])[CH:12]=[CH:11][C:10]=2[CH3:16])[N:3]=1.[NH2:17][C:18]1[CH:26]=[C:25]2[C:21]([CH:22]=[N:23][NH:24]2)=[CH:20][CH:19]=1.C(N(C(C)C)CC)(C)C. Product: [Cl:8][C:6]1[N:5]=[C:4]([C:9]2[CH:14]=[C:13]([Cl:15])[CH:12]=[CH:11][C:10]=2[CH3:16])[N:3]=[C:2]([NH:17][C:18]2[CH:26]=[C:25]3[C:21]([CH:22]=[N:23][NH:24]3)=[CH:20][CH:19]=2)[N:7]=1. The catalyst class is: 7. (3) Reactant: [C:1]([O:5][C:6]([NH:8][C:9]([C:17]([O:19][CH2:20][CH3:21])=[O:18])([CH2:13][CH2:14][CH:15]=[CH2:16])[C:10](O)=[O:11])=[O:7])([CH3:4])([CH3:3])[CH3:2].C(N(CC)CC)C.ClC(OCC)=O.[BH4-].[Na+]. Product: [C:1]([O:5][C:6]([NH:8][C:9]([CH2:10][OH:11])([CH2:13][CH2:14][CH:15]=[CH2:16])[C:17]([O:19][CH2:20][CH3:21])=[O:18])=[O:7])([CH3:2])([CH3:4])[CH3:3]. The catalyst class is: 20. (4) Reactant: [CH:1]([N:4]1[CH2:10][CH2:9][CH2:8][NH:7][CH2:6][CH2:5]1)([CH3:3])[CH3:2].Cl[C:12]1[N:13]=[CH:14][C:15]([C:18]([NH:20][C:21]2[NH:22][N:23]=[C:24]([CH2:26][CH2:27][C:28]3[CH:33]=[C:32]([O:34][CH3:35])[CH:31]=[C:30]([O:36][CH3:37])[CH:29]=3)[CH:25]=2)=[O:19])=[N:16][CH:17]=1. Product: [CH3:35][O:34][C:32]1[CH:33]=[C:28]([CH2:27][CH2:26][C:24]2[CH:25]=[C:21]([NH:20][C:18]([C:15]3[CH:14]=[N:13][C:12]([N:7]4[CH2:8][CH2:9][CH2:10][N:4]([CH:1]([CH3:3])[CH3:2])[CH2:5][CH2:6]4)=[CH:17][N:16]=3)=[O:19])[NH:22][N:23]=2)[CH:29]=[C:30]([O:36][CH3:37])[CH:31]=1. The catalyst class is: 376. (5) Reactant: Br[C:2]1[C:3](=[O:24])[CH2:4][C:5]2([CH2:20][CH2:21][CH2:22][CH3:23])[CH2:14][CH2:13][C:12]3[C:7](=[CH:8][CH:9]=[C:10]([O:16][CH2:17][O:18][CH3:19])[C:11]=3[Br:15])[C:6]=12.[CH3:25][Sn](C)(C)C.[Cl-].[Li+].C1(P(C2C=CC=CC=2)C2C=CC=CC=2)C=CC=CC=1. Product: [Br:15][C:11]1[C:10]([O:16][CH2:17][O:18][CH3:19])=[CH:9][CH:8]=[C:7]2[C:12]=1[CH2:13][CH2:14][C:5]1([CH2:20][CH2:21][CH2:22][CH3:23])[CH2:4][C:3](=[O:24])[C:2]([CH3:25])=[C:6]12. The catalyst class is: 558. (6) Reactant: C([O:8][C:9]1[CH:14]=[CH:13][C:12]([C:15]2[C:16](=[O:26])[O:17][CH2:18][C:19]=2[C:20]2[CH:25]=[CH:24][N:23]=[CH:22][CH:21]=2)=[CH:11][CH:10]=1)C1C=CC=CC=1. Product: [OH:8][C:9]1[CH:10]=[CH:11][C:12]([C:15]2[C:16](=[O:26])[O:17][CH2:18][C:19]=2[C:20]2[CH:25]=[CH:24][N:23]=[CH:22][CH:21]=2)=[CH:13][CH:14]=1. The catalyst class is: 844. (7) Reactant: [C:1]([Si:5]([CH3:23])([CH3:22])[O:6][C@H:7]1[C@H:12]([O:13]C(=O)C)[C@@H:11]([CH2:17][O:18]C(=O)C)[O:10][CH:9]=[CH:8]1)([CH3:4])([CH3:3])[CH3:2].C[O-].[Na+].O.Cl. Product: [C:1]([Si:5]([CH3:23])([CH3:22])[O:6][C@H:7]1[C@H:12]([OH:13])[C@@H:11]([CH2:17][OH:18])[O:10][CH:9]=[CH:8]1)([CH3:4])([CH3:3])[CH3:2]. The catalyst class is: 5. (8) Reactant: [Cl:1][C:2]1[CH:7]=[CH:6][C:5]([C:8]2[C:13]([O:14][CH2:15][C:16]([F:19])([F:18])[F:17])=[CH:12][N:11]=[C:10]([C:20](O)=[O:21])[CH:9]=2)=[CH:4][CH:3]=1.Cl.[CH3:24][O:25]/[N:26]=[C:27]1/[C@@H:28]([NH2:33])[CH2:29][CH2:30][CH2:31][CH2:32]/1.CN(C(ON1N=NC2C=CC=CC1=2)=[N+](C)C)C.[B-](F)(F)(F)F.C(N(CC)C(C)C)(C)C. Product: [CH3:24][O:25]/[N:26]=[C:27]1/[C@@H:28]([NH:33][C:20]([C:10]2[CH:9]=[C:8]([C:5]3[CH:4]=[CH:3][C:2]([Cl:1])=[CH:7][CH:6]=3)[C:13]([O:14][CH2:15][C:16]([F:19])([F:18])[F:17])=[CH:12][N:11]=2)=[O:21])[CH2:29][CH2:30][CH2:31][CH2:32]/1. The catalyst class is: 9.